From a dataset of Full USPTO retrosynthesis dataset with 1.9M reactions from patents (1976-2016). Predict the reactants needed to synthesize the given product. (1) Given the product [C:10]([C:12]1[N:13]=[CH:14][C:15]([CH2:18][NH:19][C:33](=[O:34])[C@@H:32]2[CH2:36][CH2:37][CH2:38][N:31]2[C:29](=[O:30])[C@@H:21]([CH2:22][C:23]2[CH:24]=[CH:25][CH:26]=[CH:27][CH:28]=2)[NH:20][C:39]([O:41][C:42]([CH3:45])([CH3:43])[CH3:44])=[O:40])=[CH:16][CH:17]=1)#[N:11], predict the reactants needed to synthesize it. The reactants are: C(N(C(C)C)CC)(C)C.[C:10]([C:12]1[CH:17]=[CH:16][C:15]([CH2:18][NH2:19])=[CH:14][N:13]=1)#[N:11].[NH:20]([C:39]([O:41][C:42]([CH3:45])([CH3:44])[CH3:43])=[O:40])[C@@H:21]([C:29]([N:31]1[CH2:38][CH2:37][CH2:36][C@H:32]1[C:33](O)=[O:34])=[O:30])[CH2:22][C:23]1[CH:28]=[CH:27][CH:26]=[CH:25][CH:24]=1. (2) Given the product [Cl:1][C:2]1[CH:3]=[CH:4][C:5]([O:22][CH2:30][C:31]2[CH:36]=[CH:35][C:34]([Cl:37])=[CH:33][C:32]=2[CH2:38][CH3:39])=[C:6]([CH:21]=1)[CH2:7][N:8]1[C:16]2[CH:15]=[CH:14][CH:13]=[C:12]([C:17]([O:19][CH3:20])=[O:18])[C:11]=2[CH:10]=[CH:9]1, predict the reactants needed to synthesize it. The reactants are: [Cl:1][C:2]1[CH:3]=[CH:4][C:5]([OH:22])=[C:6]([CH:21]=1)[CH2:7][N:8]1[C:16]2[CH:15]=[CH:14][CH:13]=[C:12]([C:17]([O:19][CH3:20])=[O:18])[C:11]=2[CH:10]=[CH:9]1.C([O-])([O-])=O.[K+].[K+].Br[CH2:30][C:31]1[CH:36]=[CH:35][C:34]([Cl:37])=[CH:33][C:32]=1[CH2:38][CH3:39]. (3) Given the product [Si:33]([O:24][C:21]([CH3:22])([CH3:23])[CH2:20][N:16]1[C:17]2[C:13](=[CH:12][C:11]([O:10][C:5]3[CH:4]=[CH:3][C:2]([F:1])=[CH:9][C:6]=3[C:7]#[N:8])=[CH:19][CH:18]=2)[CH:14]=[N:15]1)([C:36]([CH3:39])([CH3:38])[CH3:37])([CH3:35])[CH3:34], predict the reactants needed to synthesize it. The reactants are: [F:1][C:2]1[CH:3]=[CH:4][C:5]([O:10][C:11]2[CH:12]=[C:13]3[C:17](=[CH:18][CH:19]=2)[N:16]([CH2:20][C:21]([OH:24])([CH3:23])[CH3:22])[N:15]=[CH:14]3)=[C:6]([CH:9]=1)[C:7]#[N:8].N1C(C)=CC=CC=1C.[Si:33](OS(C(F)(F)F)(=O)=O)([C:36]([CH3:39])([CH3:38])[CH3:37])([CH3:35])[CH3:34]. (4) Given the product [Cl:1][C:2]1[CH:3]=[C:4]([CH:7]=[C:8]([O:10][C:11]2[C:16](=[O:17])[N:15]([CH2:18][C:19]3[CH:24]=[C:23]([C:25]4[CH:26]=[N:27][C:28]([F:31])=[CH:29][CH:30]=4)[C:22](=[O:32])[NH:21][N:20]=3)[CH:14]=[N:13][C:12]=2[C:42]([F:45])([F:44])[F:43])[CH:9]=1)[C:5]#[N:6], predict the reactants needed to synthesize it. The reactants are: [Cl:1][C:2]1[CH:3]=[C:4]([CH:7]=[C:8]([O:10][C:11]2[C:16](=[O:17])[N:15]([CH2:18][C:19]3[CH:24]=[C:23]([C:25]4[CH:26]=[N:27][C:28]([F:31])=[CH:29][CH:30]=4)[C:22](=[O:32])[N:21](CC4C=CC(OC)=CC=4)[N:20]=3)[CH:14]=[N:13][C:12]=2[C:42]([F:45])([F:44])[F:43])[CH:9]=1)[C:5]#[N:6].O=[N+]([O-])[O-].[O-][N+](=O)[O-].[O-][N+](=O)[O-].[O-][N+](=O)[O-].[O-][N+](=O)[O-].[O-][N+](=O)[O-].[Ce+4].[NH4+].[NH4+]. (5) Given the product [Br:1][C:2]1[CH:10]=[C:9]2[C:5]([C:6]([C:11]([N:16]([CH3:17])[CH3:15])=[O:13])=[N:7][NH:8]2)=[CH:4][CH:3]=1, predict the reactants needed to synthesize it. The reactants are: [Br:1][C:2]1[CH:10]=[C:9]2[C:5]([C:6]([C:11]([OH:13])=O)=[N:7][NH:8]2)=[CH:4][CH:3]=1.C[CH2:15][N:16]=[C:17]=NCCCN(C)C.Cl.CNC.C1COCC1.